This data is from Forward reaction prediction with 1.9M reactions from USPTO patents (1976-2016). The task is: Predict the product of the given reaction. Given the reactants [CH3:1][N:2]([C:12]1[CH:17]=[CH:16][C:15]([NH:18][C:19]([NH:21][C:22]2[CH:27]=[CH:26][CH:25]=[CH:24][CH:23]=2)=[O:20])=[CH:14][CH:13]=1)[S:3]([C:6]1[S:7][C:8](Br)=[CH:9][CH:10]=1)(=[O:5])=[O:4].[NH:28]1[CH:32]=[CH:31][CH:30]=[N:29]1.C(=O)([O-])[O-].[Cs+].[Cs+].C(=NO)C1C(=CC=CC=1)O, predict the reaction product. The product is: [CH3:1][N:2]([C:12]1[CH:17]=[CH:16][C:15]([NH:18][C:19]([NH:21][C:22]2[CH:27]=[CH:26][CH:25]=[CH:24][CH:23]=2)=[O:20])=[CH:14][CH:13]=1)[S:3]([C:6]1[S:7][C:8]([N:28]2[CH:32]=[CH:31][CH:30]=[N:29]2)=[CH:9][CH:10]=1)(=[O:5])=[O:4].